From a dataset of Catalyst prediction with 721,799 reactions and 888 catalyst types from USPTO. Predict which catalyst facilitates the given reaction. (1) Reactant: [NH2:1][CH2:2][C:3]1[C:4]([F:26])=[CH:5][C:6]([Cl:25])=[C:7]([C:9]2[NH:10][C:11](=[O:24])[N:12]([C:14]3[CH:15]=[N:16][C:17]([C:20]([F:23])([F:22])[F:21])=[CH:18][CH:19]=3)[N:13]=2)[CH:8]=1.[C:27](Cl)(=[O:32])[C:28]([CH3:31])([CH3:30])[CH3:29]. Product: [Cl:25][C:6]1[C:7]([C:9]2[NH:10][C:11](=[O:24])[N:12]([C:14]3[CH:15]=[N:16][C:17]([C:20]([F:21])([F:22])[F:23])=[CH:18][CH:19]=3)[N:13]=2)=[CH:8][C:3]([CH2:2][NH:1][C:27](=[O:32])[C:28]([CH3:31])([CH3:30])[CH3:29])=[C:4]([F:26])[CH:5]=1. The catalyst class is: 1. (2) Reactant: [F:1][C:2]1[CH:3]=[C:4]([C@H:10]2[NH:15][C@@H:14]([C:16]([OH:19])([CH3:18])[CH3:17])[CH2:13][O:12][CH2:11]2)[CH:5]=[C:6]([F:9])[C:7]=1[F:8].N1C=CC=CC=1.[C:26](Cl)(=[O:30])[C:27](Cl)=[O:28]. Product: [CH3:18][C:16]1([CH3:17])[C@H:14]2[CH2:13][O:12][CH2:11][C@@H:10]([C:4]3[CH:3]=[C:2]([F:1])[C:7]([F:8])=[C:6]([F:9])[CH:5]=3)[N:15]2[C:27](=[O:28])[C:26](=[O:30])[O:19]1. The catalyst class is: 146. (3) Reactant: CCN(C(C)C)C(C)C.[OH:10][C:11]1[CH:23]=[CH:22][CH:21]=[CH:20][C:12]=1[C:13]([NH:15][CH2:16][C:17]([OH:19])=O)=[O:14].CCN=C=NCCCN(C)C.C1C=CC2N(O)N=NC=2C=1.[N:45]1([C:51]([C:53]2[CH:58]=[CH:57][CH:56]=[CH:55][C:54]=2[C:59]([F:62])([F:61])[F:60])=[O:52])[CH2:50][CH2:49][NH:48][CH2:47][CH2:46]1. Product: [OH:10][C:11]1[CH:23]=[CH:22][CH:21]=[CH:20][C:12]=1[C:13]([NH:15][CH2:16][C:17](=[O:19])[N:48]1[CH2:49][CH2:50][N:45]([C:51](=[O:52])[C:53]2[CH:58]=[CH:57][CH:56]=[CH:55][C:54]=2[C:59]([F:62])([F:60])[F:61])[CH2:46][CH2:47]1)=[O:14]. The catalyst class is: 18. (4) Reactant: Cl.[NH2:2][C:3]([NH2:5])=[NH:4].CC[O-].[Na+].C([O:14][C:15](=O)[CH2:16][N:17]1[C:21]([C:22]2[CH:27]=[CH:26][CH:25]=[CH:24][CH:23]=2)=[CH:20][CH:19]=[C:18]1[CH2:28][C:29]1[O:30][CH:31]=[CH:32][CH:33]=1)(C)(C)C. Product: [NH2:4][C:3](=[NH:5])[NH:2][C:15](=[O:14])[CH2:16][N:17]1[C:21]([C:22]2[CH:27]=[CH:26][CH:25]=[CH:24][CH:23]=2)=[CH:20][CH:19]=[C:18]1[CH2:28][C:29]1[O:30][CH:31]=[CH:32][CH:33]=1. The catalyst class is: 5.